This data is from Full USPTO retrosynthesis dataset with 1.9M reactions from patents (1976-2016). The task is: Predict the reactants needed to synthesize the given product. (1) The reactants are: O[CH:2]=[C:3]1[C:11]2[C:6](=[CH:7][C:8]([C:12]([C:14]3[CH:15]=[C:16]([NH:20][C:21]([C:23]4[N:24]([CH3:29])[N:25]=[C:26]([CH3:28])[CH:27]=4)=[O:22])[CH:17]=[CH:18][CH:19]=3)=[O:13])=[CH:9][CH:10]=2)[NH:5][C:4]1=[O:30].[C:31]([O:35][C:36](=[O:46])[NH:37][CH2:38][C:39]1[CH:44]=[CH:43][C:42]([NH2:45])=[CH:41][CH:40]=1)([CH3:34])([CH3:33])[CH3:32]. Given the product [C:31]([O:35][C:36](=[O:46])[NH:37][CH2:38][C:39]1[CH:40]=[CH:41][C:42]([NH:45][CH:2]=[C:3]2[C:11]3[C:6](=[CH:7][C:8]([C:12](=[O:13])[C:14]4[CH:19]=[CH:18][CH:17]=[C:16]([NH:20][C:21]([C:23]5[N:24]([CH3:29])[N:25]=[C:26]([CH3:28])[CH:27]=5)=[O:22])[CH:15]=4)=[CH:9][CH:10]=3)[NH:5][C:4]2=[O:30])=[CH:43][CH:44]=1)([CH3:34])([CH3:32])[CH3:33], predict the reactants needed to synthesize it. (2) Given the product [Cl:51][C:48]1[CH:47]=[CH:46][C:45]([C:38]2[CH2:39][C:40]([CH3:44])([CH3:43])[CH2:41][CH2:42][C:37]=2[CH2:36][N:33]2[CH2:32][CH2:31][N:30]([C:28]3[CH:27]=[CH:26][C:21]4[C:62](=[O:63])[N:61]5[CH:64]=[N:10][C:14]6[CH:15]=[CH:16][CH:17]=[C:18]([C:60]=65)[O:19][C:20]=4[CH:29]=3)[CH2:35][CH2:34]2)=[CH:50][CH:49]=1, predict the reactants needed to synthesize it. The reactants are: COC1C=CC(C(C2C=CC(OC)=CC=2)[N:10]2[C:14]3[CH:15]=[CH:16][CH:17]=[C:18]([O:19][C:20]4[CH:29]=[C:28]([N:30]5[CH2:35][CH2:34][N:33]([CH2:36][C:37]6[CH2:42][CH2:41][C:40]([CH3:44])([CH3:43])[CH2:39][C:38]=6[C:45]6[CH:50]=[CH:49][C:48]([Cl:51])=[CH:47][CH:46]=6)[CH2:32][CH2:31]5)[CH:27]=[CH:26][C:21]=4C(OC)=O)C=3N=C2)=CC=1.[CH3:60][N:61]([CH3:64])[CH:62]=[O:63].C(Cl)(=O)C(Cl)=O. (3) Given the product [F:50][C:51]1[CH:56]=[CH:55][C:54]([F:57])=[CH:53][C:52]=1[CH:58]([NH:60][C:32](=[O:34])[C:31](=[CH:35][C:36]1[CH:41]=[CH:40][C:39]([N:42]2[CH:46]=[C:45]([CH3:47])[N:44]=[CH:43]2)=[C:38]([O:48][CH3:49])[CH:37]=1)[CH2:30][CH2:29][CH2:28][Cl:27])[CH3:59], predict the reactants needed to synthesize it. The reactants are: C(N(C(C)C)CC)(C)C.C1C=CC2N(O)N=NC=2C=1.FC(F)(F)C(O)=O.[Cl:27][CH2:28][CH2:29][CH2:30][C:31](=[CH:35][C:36]1[CH:41]=[CH:40][C:39]([N:42]2[CH:46]=[C:45]([CH3:47])[N:44]=[CH:43]2)=[C:38]([O:48][CH3:49])[CH:37]=1)[C:32]([OH:34])=O.[F:50][C:51]1[CH:56]=[CH:55][C:54]([F:57])=[CH:53][C:52]=1[CH:58]([NH2:60])[CH3:59]. (4) Given the product [C:8]([O:12][C:13]([NH:15][C@H:16]([CH2:25][C:32]1[CH:31]=[C:30]([OH:35])[CH:29]=[CH:28][C:33]=1[CH3:34])[CH2:17][C:18]([O:20][C:21]([CH3:24])([CH3:23])[CH3:22])=[O:19])=[O:14])([CH3:11])([CH3:10])[CH3:9], predict the reactants needed to synthesize it. The reactants are: II.C[Si](Cl)(C)C.[C:8]([O:12][C:13]([NH:15][C@H:16]([CH2:25]I)[CH2:17][C:18]([O:20][C:21]([CH3:24])([CH3:23])[CH3:22])=[O:19])=[O:14])([CH3:11])([CH3:10])[CH3:9].I[C:28]1[CH:29]=[C:30]([OH:35])[CH:31]=[CH:32][C:33]=1[CH3:34].C1(C)C=CC=CC=1P(C1C=CC=CC=1C)C1C=CC=CC=1C. (5) Given the product [CH3:36][N:37]1[CH:41]=[CH:40][C:39]([S:42]([N:1]2[CH2:6][CH2:5][CH:4]([N:7]3[CH:11]=[C:10]([C:12]4[CH:17]=[N:16][N:15]5[C:18]([C:21]6[CH:22]=[C:23]([NH:27][C:28]([NH:30][CH2:31][C:32]([F:33])([F:35])[F:34])=[O:29])[CH:24]=[CH:25][CH:26]=6)=[CH:19][N:20]=[C:14]5[CH:13]=4)[CH:9]=[N:8]3)[CH2:3][CH2:2]2)(=[O:44])=[O:43])=[N:38]1, predict the reactants needed to synthesize it. The reactants are: [NH:1]1[CH2:6][CH2:5][CH:4]([N:7]2[CH:11]=[C:10]([C:12]3[CH:17]=[N:16][N:15]4[C:18]([C:21]5[CH:22]=[C:23]([NH:27][C:28]([NH:30][CH2:31][C:32]([F:35])([F:34])[F:33])=[O:29])[CH:24]=[CH:25][CH:26]=5)=[CH:19][N:20]=[C:14]4[CH:13]=3)[CH:9]=[N:8]2)[CH2:3][CH2:2]1.[CH3:36][N:37]1[CH:41]=[CH:40][C:39]([S:42](Cl)(=[O:44])=[O:43])=[N:38]1. (6) Given the product [CH3:35][CH:34]([CH3:36])[CH2:33][C@H:32]([NH:31][C:24](=[O:25])[O:26][C:27]([CH3:30])([CH3:29])[CH3:28])[CH2:37][O:38][C:2]1[CH:3]=[CH:4][C:5]2[C:14]3[C:9](=[CH:10][N:11]=[CH:12][CH:13]=3)[C:8](=[O:15])[N:7]([CH3:16])[C:6]=2[CH:17]=1, predict the reactants needed to synthesize it. The reactants are: Cl[C:2]1[CH:3]=[CH:4][C:5]2[C:14]3[C:9](=[CH:10][N:11]=[CH:12][CH:13]=3)[C:8](=[O:15])[N:7]([CH3:16])[C:6]=2[CH:17]=1.C(=O)([O-])[O-].[Cs+].[Cs+].[C:24]([NH:31][C@H:32]([CH2:37][OH:38])[CH2:33][CH:34]([CH3:36])[CH3:35])([O:26][C:27]([CH3:30])([CH3:29])[CH3:28])=[O:25]. (7) Given the product [CH3:27][C:14]1[N:13]([CH:11]([C:9]2[CH:8]=[CH:7][N:6]([CH3:2])[C:5](=[O:4])[CH:10]=2)[CH3:12])[C:21]2[C:16]([C:15]=1[C:22]([O:24][CH2:25][CH3:26])=[O:23])=[CH:17][CH:18]=[CH:19][CH:20]=2, predict the reactants needed to synthesize it. The reactants are: I[CH3:2].C[O:4][C:5]1[CH:10]=[C:9]([CH:11]([N:13]2[C:21]3[C:16](=[CH:17][CH:18]=[CH:19][CH:20]=3)[C:15]([C:22]([O:24][CH2:25][CH3:26])=[O:23])=[C:14]2[CH3:27])[CH3:12])[CH:8]=[CH:7][N:6]=1.